Dataset: Reaction yield outcomes from USPTO patents with 853,638 reactions. Task: Predict the reaction yield, written as a fraction of the theoretical maximum amount of product (1.0 means a 100% yield; for example, 0.34 means a 34% yield). The reactants are [CH2:1]([N:3]([CH3:16])[S:4]([NH:7][C:8]1[CH:13]=[CH:12][C:11]([F:14])=[CH:10][C:9]=1[F:15])(=[O:6])=[O:5])[CH3:2].C([Li])CCC.CN(C)[CH:24]=[O:25].[Cl-].N. The catalyst is O1CCCC1. The product is [CH2:1]([N:3]([CH3:16])[S:4]([NH:7][C:8]1[CH:13]=[CH:12][C:11]([F:14])=[C:10]([CH:24]=[O:25])[C:9]=1[F:15])(=[O:5])=[O:6])[CH3:2]. The yield is 0.321.